Dataset: Forward reaction prediction with 1.9M reactions from USPTO patents (1976-2016). Task: Predict the product of the given reaction. Given the reactants [C:1]1([N:7]2[CH:11]=[CH:10][CH:9]=[N:8]2)[CH:6]=[CH:5][CH:4]=[CH:3][CH:2]=1.C(OC(=O)C)(=O)C.[N+:19]([O-])([OH:21])=[O:20], predict the reaction product. The product is: [N+:19]([C:10]1[CH:9]=[N:8][N:7]([C:1]2[CH:2]=[CH:3][CH:4]=[CH:5][CH:6]=2)[CH:11]=1)([O-:21])=[O:20].